Dataset: Forward reaction prediction with 1.9M reactions from USPTO patents (1976-2016). Task: Predict the product of the given reaction. Given the reactants C[O:2][C:3](=[O:18])[C:4]1[CH:9]=[CH:8][CH:7]=[C:6]([CH2:10][N:11]([CH2:15][CH2:16][CH3:17])[CH2:12][CH2:13][CH3:14])[CH:5]=1.[OH-].[Na+], predict the reaction product. The product is: [CH2:12]([N:11]([CH2:10][C:6]1[CH:5]=[C:4]([CH:9]=[CH:8][CH:7]=1)[C:3]([OH:18])=[O:2])[CH2:15][CH2:16][CH3:17])[CH2:13][CH3:14].